This data is from Forward reaction prediction with 1.9M reactions from USPTO patents (1976-2016). The task is: Predict the product of the given reaction. (1) Given the reactants [C:1]1([N:7]2[CH:11]=[C:10]([CH2:12][N:13]([CH:26]3[C:35]4[N:34]=[CH:33][CH:32]=[CH:31][C:30]=4[CH2:29][CH2:28][CH2:27]3)[CH2:14][CH2:15][CH2:16][CH2:17][NH:18]C(=O)OC(C)(C)C)[N:9]=[N:8]2)[CH:6]=[CH:5][CH:4]=[CH:3][CH:2]=1.S(Cl)([Cl:38])=O, predict the reaction product. The product is: [ClH:38].[ClH:38].[ClH:38].[ClH:38].[NH2:18][CH2:17][CH2:16][CH2:15][CH2:14][N:13]([CH2:12][C:10]1[N:9]=[N:8][N:7]([C:1]2[CH:6]=[CH:5][CH:4]=[CH:3][CH:2]=2)[CH:11]=1)[CH:26]1[C:35]2[N:34]=[CH:33][CH:32]=[CH:31][C:30]=2[CH2:29][CH2:28][CH2:27]1. (2) The product is: [F:1][C:2]([F:7])([F:6])[C:3]([OH:5])=[O:4].[Cl:23][C:20]1[CH:21]=[CH:22][C:17]2[O:16][C:15](=[O:24])[CH:14]=[C:13]([O:12][CH2:11][CH2:10][CH2:9][NH:8][C:35](=[O:42])[C:36]3[CH:41]=[CH:40][N:39]=[CH:38][CH:37]=3)[C:18]=2[CH:19]=1. Given the reactants [F:1][C:2]([F:7])([F:6])[C:3]([OH:5])=[O:4].[NH2:8][CH2:9][CH2:10][CH2:11][O:12][C:13]1[C:18]2[CH:19]=[C:20]([Cl:23])[CH:21]=[CH:22][C:17]=2[O:16][C:15](=[O:24])[CH:14]=1.CCN(C(C)C)C(C)C.Cl.[C:35](Cl)(=[O:42])[C:36]1[CH:41]=[CH:40][N:39]=[CH:38][CH:37]=1, predict the reaction product. (3) The product is: [CH:32]1([NH:38][C:3]([C:4]2[CH:22]=[C:21]([C:12]3[CH:13]=[C:14]([C:17]([F:20])([F:19])[F:18])[CH:15]=[CH:16][C:11]=3[C:10]([F:26])([F:25])[F:9])[N:31]([CH2:30][CH:27]3[CH2:29][CH2:28]3)[C:5]=2[CH3:6])=[O:2])[CH2:37][CH2:36][CH2:35][CH2:34][CH2:33]1. Given the reactants C[O:2][C:3](=O)[CH2:4][C:5](=O)[CH3:6].[F:9][C:10]([F:26])([F:25])[C:11]1[CH:16]=[CH:15][C:14]([C:17]([F:20])([F:19])[F:18])=[CH:13][C:12]=1[C:21](=O)[CH2:22]Br.[CH:27]1([CH2:30][NH2:31])[CH2:29][CH2:28]1.[CH:32]1([NH2:38])[CH2:37][CH2:36][CH2:35][CH2:34][CH2:33]1, predict the reaction product. (4) Given the reactants [NH2:1][C@H:2]1[CH2:7][CH2:6][CH2:5][CH2:4][C@H:3]1[NH:8][C:9](=[O:26])[C:10]1[C:15]([C:16]([F:19])([F:18])[F:17])=[CH:14][C:13]([C:20]([F:23])([F:22])[F:21])=[CH:12][C:11]=1[O:24][CH3:25].Br[CH2:28][CH2:29][CH2:30][CH:31](Br)[CH3:32], predict the reaction product. The product is: [CH3:25][O:24][C:11]1[CH:12]=[C:13]([C:20]([F:21])([F:22])[F:23])[CH:14]=[C:15]([C:16]([F:19])([F:18])[F:17])[C:10]=1[C:9]([NH:8][C@@H:3]1[CH2:4][CH2:5][CH2:6][CH2:7][C@@H:2]1[N:1]1[CH2:32][CH2:31][CH2:30][CH:29]1[CH3:28])=[O:26]. (5) Given the reactants [CH3:1][CH2:2][N:3]1[C:9]2[N:10]=[C:11]([N:14]3[CH2:19][CH2:18][NH:17][CH2:16][CH2:15]3)[N:12]=[CH:13][C:8]=2[C:6](=[O:7])[C:5]([C:20]([OH:22])=[O:21])=[CH:4]1.[F:23][C:24]([F:35])([F:34])[C:25]1[CH:26]=[C:27]([N:31]=[C:32]=[S:33])[CH:28]=[CH:29][CH:30]=1.C(N(CC)CC)C, predict the reaction product. The product is: [F:23][C:24]([F:34])([F:35])[C:25]1[CH:26]=[C:27]([NH:31][C:32]([N:17]2[CH2:18][CH2:19][N:14]([C:11]3[N:12]=[CH:13][C:8]4[C:6](=[O:7])[C:5]([C:20]([OH:22])=[O:21])=[CH:4][N:3]([CH2:2][CH3:1])[C:9]=4[N:10]=3)[CH2:15][CH2:16]2)=[S:33])[CH:28]=[CH:29][CH:30]=1. (6) Given the reactants [NH2:1][C:2]1[N:7]=[CH:6][C:5]([C:8]2[CH:9]=[N:10][N:11]([C:13]([CH3:18])([CH3:17])[C:14](O)=[O:15])[CH:12]=2)=[CH:4][C:3]=1[O:19][CH:20]([C:22]1[C:27]([Cl:28])=[CH:26][CH:25]=[C:24]([F:29])[C:23]=1[Cl:30])[CH3:21].C1C=CC2N(O)N=NC=2C=1.C(Cl)CCl.[CH3:45][N:46]([CH3:51])[CH2:47][CH2:48][CH2:49][NH2:50], predict the reaction product. The product is: [NH2:1][C:2]1[N:7]=[CH:6][C:5]([C:8]2[CH:9]=[N:10][N:11]([C:13]([CH3:18])([CH3:17])[C:14]([NH:50][CH2:49][CH2:48][CH2:47][N:46]([CH3:51])[CH3:45])=[O:15])[CH:12]=2)=[CH:4][C:3]=1[O:19][CH:20]([C:22]1[C:27]([Cl:28])=[CH:26][CH:25]=[C:24]([F:29])[C:23]=1[Cl:30])[CH3:21].